From a dataset of Reaction yield outcomes from USPTO patents with 853,638 reactions. Predict the reaction yield, written as a fraction of the theoretical maximum amount of product (1.0 means a 100% yield; for example, 0.34 means a 34% yield). (1) The reactants are [CH3:1][C:2]1[CH:11]=[CH:10][C:9]2[C:4](=[CH:5][CH:6]=[CH:7][C:8]=2[N:12]2[CH2:17][CH2:16][N:15]([CH2:18][CH2:19][C:20]3[CH:21]=[C:22]([CH:24]=[CH:25][CH:26]=3)[NH2:23])[CH2:14][CH2:13]2)[N:3]=1.[CH3:27][CH:28]([CH3:32])[C:29](Cl)=[O:30]. No catalyst specified. The product is [CH3:27][CH:28]([CH3:32])[C:29]([NH:23][C:22]1[CH:24]=[CH:25][CH:26]=[C:20]([CH2:19][CH2:18][N:15]2[CH2:14][CH2:13][N:12]([C:8]3[CH:7]=[CH:6][CH:5]=[C:4]4[C:9]=3[CH:10]=[CH:11][C:2]([CH3:1])=[N:3]4)[CH2:17][CH2:16]2)[CH:21]=1)=[O:30]. The yield is 0.810. (2) The reactants are [CH2:1]([O:3][C:4]1[C:13]2[C:8](=[CH:9][CH:10]=[C:11]([CH:14]=[C:15]3[S:19][C:18](=S)[NH:17][C:16]3=[O:21])[CH:12]=2)[N:7]=[C:6]([NH:22][C:23](=[O:25])[CH3:24])[CH:5]=1)[CH3:2].C([N:29](C(C)C)CC)(C)C.CI.N.CO. The catalyst is C(#N)C. The product is [NH2:29][C:18]1[S:19][C:15](=[CH:14][C:11]2[CH:12]=[C:13]3[C:8](=[CH:9][CH:10]=2)[N:7]=[C:6]([NH:22][C:23](=[O:25])[CH3:24])[CH:5]=[C:4]3[O:3][CH2:1][CH3:2])[C:16](=[O:21])[N:17]=1. The yield is 6.63.